Dataset: Experimentally validated miRNA-target interactions with 360,000+ pairs, plus equal number of negative samples. Task: Binary Classification. Given a miRNA mature sequence and a target amino acid sequence, predict their likelihood of interaction. (1) The miRNA is hsa-miR-4694-3p with sequence CAAAUGGACAGGAUAACACCU. The protein sequence of the target gene is MDEKVFTKELDQWIEQLNECKQLSESQVKSLCEKAKEILTKESNVQEVRCPVTVCGDVHGQFHDLMELFRIGGKSPDTNYLFMGDYVDRGYYSVETVTLLVALKVRYRERITILRGNHESRQITQVYGFYDECLRKYGNANVWKYFTDLFDYLPLTALVDGQIFCLHGGLSPSIDTLDHIRALDRLQEVPHEGPMCDLLWSDPDDRGGWGISPRGAGYTFGQDISETFNHANGLTLVSRAHQLVMEGYNWCHDRNVVTIFSAPNYCYRCGNQAAIMELDDTLKYSFLQFDPAPRRGEPHV.... Result: 1 (interaction). (2) The miRNA is mmu-let-7b-5p with sequence UGAGGUAGUAGGUUGUGUGGUU. The protein sequence of the target gene is MGHLLSKEPRNRPSQKRPRCCSWCRRRRPLLRLPRRTPAKVPPQPAAPRSRDCFFRGPCMLCFIVHSPGAPAPAGPEEEPPLSPPPRDGAYAAASSSQHLARRYAALAAEDCAAAARRFLLSSAAAAAAAAASASSPASCCKELGLAAAAAWEQQGRSLFLASLGPVRFLGPPAAVQLFRGPTPSPAELPTPPEMVCKRKGAGVPACTPCKQPRCGGGGCGGGGGGGGGGGPAGGGASPPRPPDAGCCQAPEQPPQPLCPPPSSPTSEGAPTEAGGDAVRAGGTAPLSAQQQHECGDADC.... Result: 0 (no interaction). (3) The miRNA is mmu-miR-3079-5p with sequence UUUGAUCUGAUGAGCUAAGCUGG. The protein sequence of the target gene is MPATAYERVVYKSPSEYHYMKVCLEFQEHGVGLNVAQFKQLLVSALRDLFGEVGAALPVDVLTYDEKTLSAILRICSSGLVKLWSSLTLFGAYKSKKCAFRVIQVSPFLLALSGNSREQVLD. Result: 0 (no interaction). (4) The miRNA is cel-miR-43-3p with sequence UAUCACAGUUUACUUGCUGUCGC. The protein sequence of the target gene is MASAAAGEAEETTRLRKPRFSFEENQILIREVRAHYPQLYGAQSRRVSVAERRRVWDGIAAKINGITSWKRTGQEVQKRWNDFKRRTKEKLARVPHSTQGAGPAAEDAFSAEEETIFAILGPGVAAPGAGAGAEEPPAAPSSQPPPPSACPQRYVLSEDRREDRRADTSAHSKAGSSSPEPWARPSCTPQEGGCPRPKERESPPPSALQPVQLPRLALSPPPPAPPLPPPPPLAQVAPSPPSPPPPPRPPPTLSASDPSLDFLRAQQETANAIRELAGTLRQGLAKLSEALSALLPLLPG.... Result: 0 (no interaction). (5) The miRNA is hsa-miR-523-5p with sequence CUCUAGAGGGAAGCGCUUUCUG. The protein sequence of the target gene is MSRERPPGTDIPRNLSFIAALTERAYYRSQRPSLEEEPEEEPGEGGTRFGARSRAHAPSRGRRARSAPAGGGGARAPRSRSPDTRKRVRFADALGLELAVVRRFRPGELPRVPRHVQIQLQRDALRHFAPCQPRARGLQEARAALEPASEPGFAARLLTQRICLERAEAGPLGVAGSARVVDLAYEKRVSVRWSADGWRSQREAPAAYAGPAPPPPRADRFAFRLPAPPIGGALLFALRYRVTGHEFWDNNGGRDYALRGPEHPGSGGAPEPQGWIHFI. Result: 1 (interaction).